This data is from CYP3A4 inhibition data for predicting drug metabolism from PubChem BioAssay. The task is: Regression/Classification. Given a drug SMILES string, predict its absorption, distribution, metabolism, or excretion properties. Task type varies by dataset: regression for continuous measurements (e.g., permeability, clearance, half-life) or binary classification for categorical outcomes (e.g., BBB penetration, CYP inhibition). Dataset: cyp3a4_veith. (1) The compound is O=C(O)[C@@H](O)c1ccc(F)cc1. The result is 0 (non-inhibitor). (2) The molecule is Cc1ccccc1-c1ccc2ncnc(-n3ccnc3)c2c1. The result is 1 (inhibitor). (3) The compound is CS(=O)(=O)N1CCC2(CCCN(c3ncccn3)C2)CC1. The result is 0 (non-inhibitor). (4) The compound is O=c1c(-c2ccc(Cl)cc2)nc2cnc(N3CCNCC3)nc2n1Cc1cccs1. The result is 1 (inhibitor).